This data is from Full USPTO retrosynthesis dataset with 1.9M reactions from patents (1976-2016). The task is: Predict the reactants needed to synthesize the given product. (1) Given the product [CH2:1]([O:3][C:4](=[O:18])[C:5]1[CH:10]=[C:9]([N:11]2[CH2:16][CH2:15][CH2:14][CH2:13][CH2:12]2)[CH:8]=[CH:7][C:6]=1[NH:17][C:31](=[O:32])[C:30]1[CH:34]=[CH:35][C:36]([O:37][CH3:38])=[C:28]([O:27][CH3:26])[CH:29]=1)[CH3:2], predict the reactants needed to synthesize it. The reactants are: [CH2:1]([O:3][C:4](=[O:18])[C:5]1[CH:10]=[C:9]([N:11]2[CH2:16][CH2:15][CH2:14][CH2:13][CH2:12]2)[CH:8]=[CH:7][C:6]=1[NH2:17])[CH3:2].C(N(CC)CC)C.[CH3:26][O:27][C:28]1[CH:29]=[C:30]([CH:34]=[CH:35][C:36]=1[O:37][CH3:38])[C:31](Cl)=[O:32]. (2) Given the product [C:5]([O:22][C:23]([NH:1][C:2]1[CH:3]=[CH:4][C:5]([CH2:6][NH:7][C:8](=[O:16])[NH:9][CH2:10][C:11]([OH:13])=[O:12])=[CH:17][CH:18]=1)=[O:24])([CH3:17])([CH3:6])[CH3:4], predict the reactants needed to synthesize it. The reactants are: [NH2:1][C:2]1[CH:18]=[CH:17][C:5]([CH2:6][NH:7][C:8](=[O:16])[NH:9][CH2:10][C:11]([O:13]CC)=[O:12])=[CH:4][C:3]=1OC.[Li+].[OH-:22].[CH3:23][OH:24].